This data is from Catalyst prediction with 721,799 reactions and 888 catalyst types from USPTO. The task is: Predict which catalyst facilitates the given reaction. Reactant: [CH3:1][O:2][C:3]1[CH:4]=[CH:5][C:6]([N:15]([CH2:33][C:34]2[CH:35]=[N:36][CH:37]=[CH:38][CH:39]=2)[C:16]2[CH:21]=[CH:20][C:19]([C:22]3[N:23]=[N:24][N:25](C4CCCCO4)[N:26]=3)=[CH:18][CH:17]=2)=[N:7][C:8]=1[O:9][C@@H:10]1[CH2:14][CH2:13][O:12][CH2:11]1.Cl.C(=O)(O)[O-].[Na+]. The catalyst class is: 1. Product: [CH3:1][O:2][C:3]1[CH:4]=[CH:5][C:6]([N:15]([CH2:33][C:34]2[CH:35]=[N:36][CH:37]=[CH:38][CH:39]=2)[C:16]2[CH:17]=[CH:18][C:19]([C:22]3[N:26]=[N:25][NH:24][N:23]=3)=[CH:20][CH:21]=2)=[N:7][C:8]=1[O:9][C@@H:10]1[CH2:14][CH2:13][O:12][CH2:11]1.